This data is from Catalyst prediction with 721,799 reactions and 888 catalyst types from USPTO. The task is: Predict which catalyst facilitates the given reaction. Reactant: [CH2:1]([N:3]([CH2:30][C:31](O)=[O:32])[C:4]([C:6]1[CH:7]=[C:8]2[C:16](=[CH:17][CH:18]=1)[N:15]([S:19]([CH2:22][CH3:23])(=[O:21])=[O:20])[C:14]1[CH2:13][CH2:12][CH:11]([CH:24]3[CH2:29][CH2:28][O:27][CH2:26][CH2:25]3)[CH2:10][C:9]2=1)=[O:5])[CH3:2].[NH2:34][CH2:35][CH:36]([OH:38])[CH3:37].C(N(C(C)C)C(C)C)C.CN(C(ON1N=NC2C=CC=NC1=2)=[N+](C)C)C.F[P-](F)(F)(F)(F)F. Product: [CH2:1]([N:3]([CH2:30][C:31]([NH:34][CH2:35][CH:36]([OH:38])[CH3:37])=[O:32])[C:4]([C:6]1[CH:7]=[C:8]2[C:16](=[CH:17][CH:18]=1)[N:15]([S:19]([CH2:22][CH3:23])(=[O:21])=[O:20])[C:14]1[CH2:13][CH2:12][CH:11]([CH:24]3[CH2:25][CH2:26][O:27][CH2:28][CH2:29]3)[CH2:10][C:9]2=1)=[O:5])[CH3:2]. The catalyst class is: 517.